This data is from NCI-60 drug combinations with 297,098 pairs across 59 cell lines. The task is: Regression. Given two drug SMILES strings and cell line genomic features, predict the synergy score measuring deviation from expected non-interaction effect. Drug 1: CC1=C(C(CCC1)(C)C)C=CC(=CC=CC(=CC(=O)O)C)C. Drug 2: B(C(CC(C)C)NC(=O)C(CC1=CC=CC=C1)NC(=O)C2=NC=CN=C2)(O)O. Cell line: U251. Synergy scores: CSS=27.1, Synergy_ZIP=1.43, Synergy_Bliss=2.97, Synergy_Loewe=-55.8, Synergy_HSA=-1.36.